From a dataset of Full USPTO retrosynthesis dataset with 1.9M reactions from patents (1976-2016). Predict the reactants needed to synthesize the given product. (1) The reactants are: [NH2:1][C:2]1[N:7]2[N:8]=[CH:9][CH:10]=[C:6]2[N:5]=[C:4]([CH:11]2[CH2:16][CH2:15][C:14](=[O:17])[CH2:13]C2)[CH:3]=1.O1C2(CCC(C3C=C(N)N4N=CC=C4N=3)C2)OCC1.O1C2(CCC(C3C=C(N)N4N=CC=C4N=3)CC2)OCC1. Given the product [NH2:1][C:2]1[N:7]2[N:8]=[CH:9][CH:10]=[C:6]2[N:5]=[C:4]([CH:11]2[CH2:16][CH2:15][C:14](=[O:17])[CH2:13]2)[CH:3]=1, predict the reactants needed to synthesize it. (2) Given the product [Cl:16][C:11]1[CH:12]=[CH:13][CH:14]=[CH:15][C:10]=1[CH:8]([NH:7][C:5]1[O:6][CH2:2][CH2:3][N:4]=1)[CH3:9], predict the reactants needed to synthesize it. The reactants are: Cl[CH2:2][CH2:3][NH:4][C:5]([NH:7][CH:8]([C:10]1[CH:15]=[CH:14][CH:13]=[CH:12][C:11]=1[Cl:16])[CH3:9])=[O:6].N12CCCN=C1CCCCC2. (3) The reactants are: [NH2:1][CH2:2][CH2:3][OH:4].[F:5][C:6]1[CH:13]=[CH:12][CH:11]=[CH:10][C:7]=1[CH:8]=O.[BH4-].[Na+]. Given the product [F:5][C:6]1[CH:13]=[CH:12][CH:11]=[CH:10][C:7]=1[CH2:8][NH:1][CH2:2][CH2:3][OH:4], predict the reactants needed to synthesize it. (4) Given the product [Cl:1][C:2]1[CH:3]=[C:4]([CH:8]=[CH:9][C:10]=1[Cl:11])[N:5]([CH2:13][CH2:14][CH2:15][Cl:16])[CH:6]=[O:7], predict the reactants needed to synthesize it. The reactants are: [Cl:1][C:2]1[CH:3]=[C:4]([CH:8]=[CH:9][C:10]=1[Cl:11])[NH:5][CH:6]=[O:7].Br[CH2:13][CH2:14][CH2:15][Cl:16].C(=O)([O-])[O-].[Cs+].[Cs+]. (5) Given the product [CH3:21][O:22][C:23]1[N:24]=[CH:25][C:26]([CH2:29][C:30]2[C:31](=[O:38])[N:32]=[C:33]([NH:18][CH2:17][CH2:16][C:13]3[CH:14]=[CH:15][C:10]([O:9][C:6]4[CH:5]=[CH:4][C:3]([C:2]([F:19])([F:1])[F:20])=[CH:8][N:7]=4)=[CH:11][CH:12]=3)[NH:34][CH:35]=2)=[CH:27][N:28]=1, predict the reactants needed to synthesize it. The reactants are: [F:1][C:2]([F:20])([F:19])[C:3]1[CH:4]=[CH:5][C:6]([O:9][C:10]2[CH:15]=[CH:14][C:13]([CH2:16][CH2:17][NH2:18])=[CH:12][CH:11]=2)=[N:7][CH:8]=1.[CH3:21][O:22][C:23]1[N:28]=[CH:27][C:26]([CH2:29][C:30]2[C:31](=[O:38])[N:32]=[C:33](SC)[NH:34][CH:35]=2)=[CH:25][N:24]=1. (6) The reactants are: [N:1]1([CH2:7][C:8]2[CH:9]=[C:10]([CH:26]=[CH:27][CH:28]=2)[C:11]([NH:13][C:14]2[S:15][C:16]3[CH2:25][CH2:24][CH2:23][CH2:22][C:17]=3[C:18]=2[C:19]([OH:21])=[O:20])=O)[CH2:6][CH2:5][O:4][CH2:3][CH2:2]1.S(Cl)(Cl)=O. Given the product [N:1]1([CH2:7][C:8]2[CH:9]=[C:10]([C:11]3[O:20][C:19](=[O:21])[C:18]4[C:17]5[CH2:22][CH2:23][CH2:24][CH2:25][C:16]=5[S:15][C:14]=4[N:13]=3)[CH:26]=[CH:27][CH:28]=2)[CH2:6][CH2:5][O:4][CH2:3][CH2:2]1, predict the reactants needed to synthesize it. (7) Given the product [CH3:12][O:11][CH2:10][C@H:9]([C:6]1[CH:5]=[CH:4][C:3]([C:1]#[C:2][C:21]2[CH:46]=[CH:45][C:24]([C:25]([N:27]([CH3:44])[C@:28]([CH3:43])([C:33]([NH:35][O:36][CH:37]3[CH2:42][CH2:41][CH2:40][CH2:39][O:38]3)=[O:34])[C:29]([NH:31][CH3:32])=[O:30])=[O:26])=[CH:23][CH:22]=2)=[CH:8][CH:7]=1)[O:13][CH:14]1[CH2:19][CH2:18][CH2:17][CH2:16][O:15]1, predict the reactants needed to synthesize it. The reactants are: [C:1]([C:3]1[CH:8]=[CH:7][C:6]([C@H:9]([O:13][CH:14]2[CH2:19][CH2:18][CH2:17][CH2:16][O:15]2)[CH2:10][O:11][CH3:12])=[CH:5][CH:4]=1)#[CH:2].I[C:21]1[CH:46]=[CH:45][C:24]([C:25]([N:27]([CH3:44])[C@:28]([CH3:43])([C:33]([NH:35][O:36][CH:37]2[CH2:42][CH2:41][CH2:40][CH2:39][O:38]2)=[O:34])[C:29]([NH:31][CH3:32])=[O:30])=[O:26])=[CH:23][CH:22]=1.[Cl-].[NH4+].Cl. (8) Given the product [Br:24][CH2:15][CH2:14][CH2:13][CH2:12][CH2:11][CH2:10][CH2:9][C:4]1[CH:5]=[CH:6][CH:7]=[CH:8][C:3]=1[OH:2], predict the reactants needed to synthesize it. The reactants are: C[O:2][C:3]1[CH:8]=[CH:7][CH:6]=[CH:5][C:4]=1[CH2:9][CH2:10][CH2:11][CH2:12][CH2:13][CH2:14][CH2:15]OC1C=CC=CC=1.B(Br)(Br)[Br:24].